Dataset: Reaction yield outcomes from USPTO patents with 853,638 reactions. Task: Predict the reaction yield, written as a fraction of the theoretical maximum amount of product (1.0 means a 100% yield; for example, 0.34 means a 34% yield). (1) The reactants are [C:1]([Si:3]([CH3:6])([CH3:5])[CH3:4])#[CH:2].[Li]CCCC.[C:12]1([C:18]#[C:19][C:20]2[CH:27]=[CH:26][CH:25]=[CH:24][C:21]=2[CH:22]=[O:23])[CH:17]=[CH:16][CH:15]=[CH:14][CH:13]=1. The catalyst is C1COCC1. The product is [C:12]1([C:18]#[C:19][C:20]2[CH:27]=[CH:26][CH:25]=[CH:24][C:21]=2[CH:22]([OH:23])[C:2]#[C:1][Si:3]([CH3:6])([CH3:5])[CH3:4])[CH:13]=[CH:14][CH:15]=[CH:16][CH:17]=1. The yield is 0.490. (2) The reactants are [Br:1][C:2]1[CH:7]=[CH:6][C:5]([C:8]([C:10]2[CH:15]=[CH:14][C:13]([OH:16])=[CH:12][CH:11]=2)=O)=[CH:4][CH:3]=1.[S:17]1[CH2:22][CH2:21][C:20](=O)[CH2:19][CH2:18]1.O.C([O-])([O-])=O.[K+].[K+]. The catalyst is C1COCC1.Cl[Ti](Cl)(Cl)Cl.[Zn]. The product is [Br:1][C:2]1[CH:7]=[CH:6][C:5]([C:8](=[C:20]2[CH2:21][CH2:22][S:17][CH2:18][CH2:19]2)[C:10]2[CH:15]=[CH:14][C:13]([OH:16])=[CH:12][CH:11]=2)=[CH:4][CH:3]=1. The yield is 0.710. (3) The reactants are [F:1][C:2]1[CH:7]=[CH:6][CH:5]=[CH:4][C:3]=1[CH:8]([C:13]1[C:21]2[C:16](=[CH:17][C:18]([C:22]([N:24]3[CH2:29][CH2:28][O:27][CH2:26][CH2:25]3)=[O:23])=[CH:19][CH:20]=2)[NH:15][CH:14]=1)[CH2:9][N+:10]([O-])=O. The catalyst is CO.[Ni]. The product is [NH2:10][CH2:9][CH:8]([C:13]1[C:21]2[C:16](=[CH:17][C:18]([C:22]([N:24]3[CH2:25][CH2:26][O:27][CH2:28][CH2:29]3)=[O:23])=[CH:19][CH:20]=2)[NH:15][CH:14]=1)[C:3]1[CH:4]=[CH:5][CH:6]=[CH:7][C:2]=1[F:1]. The yield is 0.647.